Dataset: Catalyst prediction with 721,799 reactions and 888 catalyst types from USPTO. Task: Predict which catalyst facilitates the given reaction. (1) Reactant: [Cl:1][C:2]1[C:7](I)=[CH:6][N:5]=[C:4]([NH2:9])[N:3]=1.[N:10]1[CH:15]=[CH:14][CH:13]=[C:12](B(O)O)[CH:11]=1.B(O)O.C([O-])([O-])=O.[Na+].[Na+]. Product: [Cl:1][C:2]1[C:7]([C:12]2[CH:11]=[N:10][CH:15]=[CH:14][CH:13]=2)=[CH:6][N:5]=[C:4]([NH2:9])[N:3]=1. The catalyst class is: 77. (2) Reactant: [ClH:1].O1CCOCC1.[CH3:8][NH:9][C:10]([CH:12]1[S:16][CH2:15][CH2:14][S:13]1)=[O:11]. Product: [ClH:1].[CH3:8][NH:9][C:10]([CH:12]1[S:16][CH2:15][CH2:14][S:13]1)=[O:11]. The catalyst class is: 282. (3) Reactant: [Cl:1][C:2]1[CH:3]=[CH:4][C:5]2[N:6]([C:8]([CH2:11][OH:12])=[CH:9][N:10]=2)[N:7]=1.[NH2:13][CH2:14][C:15]1[CH:20]=[CH:19][CH:18]=[CH:17][N:16]=1.Cl. Product: [ClH:1].[N:16]1[CH:17]=[CH:18][CH:19]=[CH:20][C:15]=1[CH2:14][NH:13][C:2]1[CH:3]=[CH:4][C:5]2[N:6]([C:8]([CH2:11][OH:12])=[CH:9][N:10]=2)[N:7]=1. The catalyst class is: 28. (4) Reactant: [N:1]([C:4]1[C:13]2[C:8](=[CH:9][CH:10]=[CH:11][CH:12]=2)[N:7]=[CH:6][CH:5]=1)=[C:2]=[S:3].[NH2:14][CH:15]([C:19]#[N:20])[C:16]([NH2:18])=[O:17]. Product: [NH2:20][C:19]1[S:3][C:2]([NH:1][C:4]2[C:13]3[C:8](=[CH:9][CH:10]=[CH:11][CH:12]=3)[N:7]=[CH:6][CH:5]=2)=[N:14][C:15]=1[C:16]([NH2:18])=[O:17]. The catalyst class is: 25. (5) Reactant: C([O:8][C:9](=[O:30])[C@@H:10]([CH2:14][C:15]([N:17]1[C:29]2[CH:28]=[CH:27][CH:26]=[CH:25][C:24]=2[C:23]2[C:18]1=[CH:19][CH:20]=[CH:21][CH:22]=2)=[O:16])[CH2:11][CH2:12][CH3:13])C1C=CC=CC=1. Product: [CH:28]1[C:29]2[N:17]([C:15](=[O:16])[CH2:14][C@@H:10]([CH2:11][CH2:12][CH3:13])[C:9]([OH:30])=[O:8])[C:18]3[C:23](=[CH:22][CH:21]=[CH:20][CH:19]=3)[C:24]=2[CH:25]=[CH:26][CH:27]=1. The catalyst class is: 99. (6) Reactant: C([O:8][C:9]1[C:14]([C:15]([CH3:18])([CH3:17])[CH3:16])=[CH:13][CH:12]=[CH:11][C:10]=1[C:19]([C:21]1[CH:22]=[C:23]([C:27]2[CH:32]=[CH:31][CH:30]=[CH:29][C:28]=2[O:33][CH3:34])[CH:24]=[CH:25][CH:26]=1)=[CH2:20])C1C=CC=CC=1. Product: [C:15]([C:14]1[CH:13]=[CH:12][CH:11]=[C:10]([CH:19]([C:21]2[CH:22]=[C:23]([C:27]3[CH:32]=[CH:31][CH:30]=[CH:29][C:28]=3[O:33][CH3:34])[CH:24]=[CH:25][CH:26]=2)[CH3:20])[C:9]=1[OH:8])([CH3:16])([CH3:17])[CH3:18]. The catalyst class is: 381. (7) Reactant: [CH3:1][Si:2]([CH3:7])([CH3:6])[C:3]#[C:4][CH3:5].CN(C)C(N(C)C)C.C([Li])(C)(C)C.CCCCC.[Si:26]([O:33][C@H:34]([CH2:43][O:44][Si:45]([C:48]([CH3:51])([CH3:50])[CH3:49])([CH3:47])[CH3:46])/[CH:35]=[N:36]/[S@:37]([C:39]([CH3:42])([CH3:41])[CH3:40])=[O:38])([C:29]([CH3:32])([CH3:31])[CH3:30])([CH3:28])[CH3:27]. Product: [Si:45]([O:44][CH2:43][C@@H:34]([O:33][Si:26]([C:29]([CH3:32])([CH3:31])[CH3:30])([CH3:27])[CH3:28])[C@@H:35]([NH:36][S@:37]([C:39]([CH3:40])([CH3:41])[CH3:42])=[O:38])[CH2:5][C:4]#[C:3][Si:2]([CH3:7])([CH3:6])[CH3:1])([C:48]([CH3:51])([CH3:50])[CH3:49])([CH3:47])[CH3:46]. The catalyst class is: 385.